This data is from Catalyst prediction with 721,799 reactions and 888 catalyst types from USPTO. The task is: Predict which catalyst facilitates the given reaction. Reactant: [N+:1]([C:4]1[CH:5]=[CH:6][C:7]([C:10](OC)=[O:11])=[N:8][CH:9]=1)([O-:3])=[O:2].CC(C[AlH]CC(C)C)C.C(C(C(C([O-])=O)O)O)([O-])=O.[Na+].[K+]. Product: [N+:1]([C:4]1[CH:5]=[CH:6][C:7]([CH:10]=[O:11])=[N:8][CH:9]=1)([O-:3])=[O:2]. The catalyst class is: 34.